Dataset: Reaction yield outcomes from USPTO patents with 853,638 reactions. Task: Predict the reaction yield, written as a fraction of the theoretical maximum amount of product (1.0 means a 100% yield; for example, 0.34 means a 34% yield). (1) The reactants are [NH2:1][C:2]1[C:3]2[N:4]([C:8]([CH:18]3[CH2:21][CH2:20][CH2:19]3)=[N:9][C:10]=2[C:11]2[CH:12]=[C:13]([OH:17])[CH:14]=[CH:15][CH:16]=2)[CH:5]=[CH:6][N:7]=1.C(=O)([O-])[O-].[Cs+].[Cs+].[CH3:28][O:29][C:30]1[CH:31]=[C:32]([CH:35]=[CH:36][CH:37]=1)[CH2:33]Br.C([O-])(O)=O.[Na+]. The catalyst is CN(C=O)C. The product is [CH:18]1([C:8]2[N:4]3[CH:5]=[CH:6][N:7]=[C:2]([NH2:1])[C:3]3=[C:10]([C:11]3[CH:16]=[CH:15][CH:14]=[C:13]([O:17][CH2:33][C:32]4[CH:35]=[CH:36][CH:37]=[C:30]([O:29][CH3:28])[CH:31]=4)[CH:12]=3)[N:9]=2)[CH2:21][CH2:20][CH2:19]1. The yield is 0.600. (2) The reactants are FC(F)(F)S(OS(C(F)(F)F)(=O)=O)(=O)=O.O[CH:17]([O:19][C:20](=[O:23])[CH:21]=[CH2:22])[CH3:18].[CH2:24](N(CC)CC)C.[CH2:31]([OH:34])[CH2:32][OH:33]. The catalyst is ClCCl. The product is [OH:33][CH2:32][CH2:31][O:34][CH2:22][C:21](=[CH2:24])[C:20]([O:19][CH2:17][CH3:18])=[O:23]. The yield is 0.500. (3) The reactants are [Cl:1][C:2]1[N:3]=[C:4]([C:9]([NH:11][C@H:12]2[CH2:17][CH2:16][N:15]([C:18]3[S:19][C:20]([C:25]([O:27][CH2:28][CH3:29])=[O:26])=[C:21]([CH:23]=[O:24])[N:22]=3)[CH2:14][C@H:13]2[O:30][CH2:31][CH2:32][CH3:33])=[O:10])[NH:5][C:6]=1[CH2:7][CH3:8].Cl([O-])=[O:35].[Na+].P([O-])(O)(O)=O.[Na+].CC(=CC)C. No catalyst specified. The product is [Cl:1][C:2]1[N:3]=[C:4]([C:9]([NH:11][C@H:12]2[CH2:17][CH2:16][N:15]([C:18]3[S:19][C:20]([C:25]([O:27][CH2:28][CH3:29])=[O:26])=[C:21]([C:23]([OH:35])=[O:24])[N:22]=3)[CH2:14][C@H:13]2[O:30][CH2:31][CH2:32][CH3:33])=[O:10])[NH:5][C:6]=1[CH2:7][CH3:8]. The yield is 0.970.